The task is: Regression. Given a peptide amino acid sequence and an MHC pseudo amino acid sequence, predict their binding affinity value. This is MHC class II binding data.. This data is from Peptide-MHC class II binding affinity with 134,281 pairs from IEDB. (1) The peptide sequence is HTMWHVTRGAFLVRNHHHHHH. The MHC is DRB3_0301 with pseudo-sequence DRB3_0301. The binding affinity (normalized) is 0.733. (2) The MHC is DRB1_1001 with pseudo-sequence DRB1_1001. The binding affinity (normalized) is 0.633. The peptide sequence is SAVIGTLAAAMFGAV. (3) The peptide sequence is WLWYIKIFIMIVGGLIG. The MHC is HLA-DQA10501-DQB10301 with pseudo-sequence HLA-DQA10501-DQB10301. The binding affinity (normalized) is 0.377.